Predict the product of the given reaction. From a dataset of Forward reaction prediction with 1.9M reactions from USPTO patents (1976-2016). Given the reactants C([O-])([O-])=O.[Na+].[Na+].[C:7]([O:11][C:12]([N:14]1[CH2:19][CH2:18][CH:17]([N:20]([C:24]([C:26]2[N:31]=[CH:30][C:29](Br)=[CH:28][N:27]=2)=[O:25])[CH:21]2[CH2:23][CH2:22]2)[CH2:16][CH2:15]1)=[O:13])([CH3:10])([CH3:9])[CH3:8].CC1(C)C(C)(C)OB([C:41]2[O:45][C:44]([Si](C(C)C)(C(C)C)C(C)C)=[N:43][CH:42]=2)O1, predict the reaction product. The product is: [C:7]([O:11][C:12]([N:14]1[CH2:19][CH2:18][CH:17]([N:20]([CH:21]2[CH2:23][CH2:22]2)[C:24]([C:26]2[N:31]=[CH:30][C:29]([C:41]3[O:45][CH:44]=[N:43][CH:42]=3)=[CH:28][N:27]=2)=[O:25])[CH2:16][CH2:15]1)=[O:13])([CH3:10])([CH3:9])[CH3:8].